From a dataset of Reaction yield outcomes from USPTO patents with 853,638 reactions. Predict the reaction yield, written as a fraction of the theoretical maximum amount of product (1.0 means a 100% yield; for example, 0.34 means a 34% yield). The reactants are [C:1]([O:5][C:6](=[O:21])[CH2:7][CH:8]([CH2:13][S:14][C:15]1[CH:20]=[CH:19][CH:18]=[CH:17][CH:16]=1)[CH2:9][C:10]([OH:12])=O)([CH3:4])([CH3:3])[CH3:2].O[N:23]=[C:24]([NH2:36])[CH2:25][CH2:26][CH2:27][CH2:28][NH:29][C:30]1[CH:35]=[CH:34][CH:33]=[CH:32][N:31]=1.C(C1NC=CN=1)(C1NC=CN=1)=O. The catalyst is CN(C=O)C.C(=O)(O)[O-].[Na+]. The product is [C:15]1([S:14][CH2:13][CH:8]([CH2:9][C:10]2[O:12][N:23]=[C:24]([CH2:25][CH2:26][CH2:27][CH2:28][NH:29][C:30]3[CH:35]=[CH:34][CH:33]=[CH:32][N:31]=3)[N:36]=2)[CH2:7][C:6]([O:5][C:1]([CH3:2])([CH3:3])[CH3:4])=[O:21])[CH:20]=[CH:19][CH:18]=[CH:17][CH:16]=1. The yield is 0.600.